This data is from Full USPTO retrosynthesis dataset with 1.9M reactions from patents (1976-2016). The task is: Predict the reactants needed to synthesize the given product. (1) Given the product [Cl:29][C:30]1[CH:35]=[C:34]([F:36])[CH:33]=[CH:32][C:31]=1[O:5][CH:6]1[CH2:9][N:8]([CH:10]([C:17]2[CH:22]=[CH:21][CH:20]=[CH:19][CH:18]=2)[C:11]2[CH:16]=[CH:15][CH:14]=[CH:13][CH:12]=2)[CH2:7]1, predict the reactants needed to synthesize it. The reactants are: CS([O:5][CH:6]1[CH2:9][N:8]([CH:10]([C:17]2[CH:22]=[CH:21][CH:20]=[CH:19][CH:18]=2)[C:11]2[CH:16]=[CH:15][CH:14]=[CH:13][CH:12]=2)[CH2:7]1)(=O)=O.C(=O)([O-])[O-].[K+].[K+].[Cl:29][C:30]1[CH:35]=[C:34]([F:36])[CH:33]=[CH:32][C:31]=1O. (2) The reactants are: C(OC([NH:8]C1C=CN=CC=1B(O)O)=O)(C)(C)C.[CH2:18]([N:22]1[C:34]([CH2:35][CH:36]([CH3:38])[CH3:37])=[C:33]2[C:24]([C:25]([NH2:39])=[N:26][C:27]3[CH:28]=[CH:29]C=[CH:31][C:32]=32)=[N:23]1)[CH2:19][CH2:20][CH3:21].C1(P(C2C=CC=CC=2)C2C=CC=CC=2)C=CC=CC=1. Given the product [CH2:18]([N:22]1[C:34]([CH2:35][CH:36]([CH3:38])[CH3:37])=[C:33]2[C:24]([C:25]([NH2:39])=[N:26][C:27]3[CH:28]=[CH:29][N:8]=[CH:31][C:32]=32)=[N:23]1)[CH2:19][CH2:20][CH3:21], predict the reactants needed to synthesize it.